Dataset: Forward reaction prediction with 1.9M reactions from USPTO patents (1976-2016). Task: Predict the product of the given reaction. (1) Given the reactants [C:1]([C:3]1[CH:8]=[CH:7][N:6]=[C:5]([O:9][C:10]2[CH:11]=[C:12]([CH3:26])[C:13]3[CH:17]([CH2:18][C:19]([O:21]CC)=[O:20])[O:16][B:15]([OH:24])[C:14]=3[CH:25]=2)[CH:4]=1)#N.[OH-:27].[Na+].C[OH:30].C1COCC1, predict the reaction product. The product is: [C:19]([CH2:18][CH:17]1[O:16][B:15]([OH:24])[C:14]2[CH:25]=[C:10]([O:9][C:5]3[CH:4]=[C:3]([CH:8]=[CH:7][N:6]=3)[C:1]([OH:30])=[O:27])[CH:11]=[C:12]([CH3:26])[C:13]1=2)([OH:21])=[O:20]. (2) Given the reactants C([O:5][C:6](=[O:30])[CH2:7][N:8]1[C:16]2[C:11](=[CH:12][CH:13]=[CH:14][CH:15]=2)[C:10]([CH:17]2[C:21]3[CH:22]=[CH:23][C:24]([F:26])=[CH:25][C:20]=3[S:19](=[O:28])(=[O:27])[NH:18]2)=[C:9]1[CH3:29])(C)(C)C.Cl[CH2:32][C:33]1[C:34]([CH3:39])=[N:35][O:36][C:37]=1[CH3:38], predict the reaction product. The product is: [CH3:39][C:34]1[C:33]([CH2:32][N:18]2[CH:17]([C:10]3[C:11]4[C:16](=[CH:15][CH:14]=[CH:13][CH:12]=4)[N:8]([CH2:7][C:6]([OH:5])=[O:30])[C:9]=3[CH3:29])[C:21]3[CH:22]=[CH:23][C:24]([F:26])=[CH:25][C:20]=3[S:19]2(=[O:28])=[O:27])=[C:37]([CH3:38])[O:36][N:35]=1. (3) Given the reactants [N:1]1[C:10]2[C:5](=[CH:6][CH:7]=[CH:8][CH:9]=2)[CH:4]=[CH:3][C:2]=1[C:11]1[CH:12]=[C:13]([OH:17])[CH:14]=[CH:15][CH:16]=1.I[C:19]1[CH:24]=[CH:23][C:22]([C:25]2[CH:30]=[CH:29][CH:28]=[CH:27][C:26]=2[N+:31]([O-])=O)=[CH:21][CH:20]=1.[O-]P([O-])([O-])=O.[K+].[K+].[K+], predict the reaction product. The product is: [N:1]1[C:10]2[C:5](=[CH:6][CH:7]=[CH:8][CH:9]=2)[CH:4]=[CH:3][C:2]=1[C:11]1[CH:12]=[C:13]([CH:14]=[CH:15][CH:16]=1)[O:17][C:19]1[CH:24]=[CH:23][C:22]2[C:25]3[C:26](=[CH:27][CH:28]=[CH:29][CH:30]=3)[NH:31][C:21]=2[CH:20]=1. (4) Given the reactants [F:1][C:2]1[CH:7]=[C:6]([F:8])[CH:5]=[CH:4][C:3]=1[S:9](Cl)(=[O:11])=[O:10].[OH:13][C@:14]([CH3:50])([CH2:48][OH:49])[C:15](=[O:47])[C@@H:16]([NH:24][C:25](=[O:46])[C@@H:26]([NH:30][C:31](=[O:45])[C@@H:32]([NH:36][C:37]([C:39]1[S:43][C:42]([CH3:44])=[N:41][CH:40]=1)=[O:38])[CH2:33][O:34][CH3:35])[CH2:27][O:28][CH3:29])[CH2:17][C:18]1[CH:23]=[CH:22][CH:21]=[CH:20][CH:19]=1, predict the reaction product. The product is: [F:1][C:2]1[CH:7]=[C:6]([F:8])[CH:5]=[CH:4][C:3]=1[S:9]([O:49][CH2:48][C@:14]([OH:13])([CH3:50])[C:15](=[O:47])[C@@H:16]([NH:24][C:25](=[O:46])[C@@H:26]([NH:30][C:31](=[O:45])[C@@H:32]([NH:36][C:37]([C:39]1[S:43][C:42]([CH3:44])=[N:41][CH:40]=1)=[O:38])[CH2:33][O:34][CH3:35])[CH2:27][O:28][CH3:29])[CH2:17][C:18]1[CH:23]=[CH:22][CH:21]=[CH:20][CH:19]=1)(=[O:11])=[O:10]. (5) Given the reactants [Cl:1][C:2]1[CH:3]=[C:4]([CH:7]=[C:8]([N+:11]([O-:13])=[O:12])[C:9]=1[OH:10])[CH:5]=[O:6].C1(O)C=CC=CC=1.[CH3:21][O:22][C:23](=[O:27])[CH:24](Br)[CH3:25], predict the reaction product. The product is: [Cl:1][C:2]1[CH:3]=[C:4]([CH:5]=[O:6])[CH:7]=[C:8]([N+:11]([O-:13])=[O:12])[C:9]=1[O:10][CH:24]([CH3:25])[C:23]([O:22][CH3:21])=[O:27]. (6) The product is: [ClH:25].[F:1][C:2]1[CH:7]=[C:6]([F:8])[CH:5]=[CH:4][C:3]=1[C:9]([F:24])([F:23])[CH:10]1[CH2:15][CH2:14][NH:13][CH2:12][CH2:11]1. Given the reactants [F:1][C:2]1[CH:7]=[C:6]([F:8])[CH:5]=[CH:4][C:3]=1[C:9]([F:24])([F:23])[CH:10]1[CH2:15][CH2:14][N:13](C(OC(C)(C)C)=O)[CH2:12][CH2:11]1.[ClH:25], predict the reaction product. (7) Given the reactants [N:1]1[CH:6]=[CH:5][CH:4]=[CH:3][C:2]=1[C:7]1[NH:8][C:9]2[CH:15]=[CH:14][CH:13]=[CH:12][C:10]=2[N:11]=1.C(=O)([O-])[O-].[K+].[K+].[CH2:22](Cl)[C:23]1[CH:28]=[CH:27][CH:26]=[CH:25][CH:24]=1, predict the reaction product. The product is: [CH2:22]([N:11]1[C:10]2[CH:12]=[CH:13][CH:14]=[CH:15][C:9]=2[N:8]=[C:7]1[C:2]1[CH:3]=[CH:4][CH:5]=[CH:6][N:1]=1)[C:23]1[CH:28]=[CH:27][CH:26]=[CH:25][CH:24]=1.